Dataset: Full USPTO retrosynthesis dataset with 1.9M reactions from patents (1976-2016). Task: Predict the reactants needed to synthesize the given product. Given the product [Cl:12][C:13]([Cl:21])([Cl:20])[CH2:14][O:15][C:16](=[O:19])[CH:17]([Cl:35])[CH2:18][C:2]1[CH:7]=[CH:6][C:5]([CH2:8][C:9]([OH:11])=[O:10])=[CH:4][CH:3]=1, predict the reactants needed to synthesize it. The reactants are: N[C:2]1[CH:7]=[CH:6][C:5]([CH2:8][C:9]([OH:11])=[O:10])=[CH:4][CH:3]=1.[Cl:12][C:13]([Cl:21])([Cl:20])[CH2:14][O:15][C:16](=[O:19])[CH:17]=[CH2:18].COC(=O)C([Cl:35])CC1C=CC(CO)=CC=1.